The task is: Predict the reaction yield, written as a fraction of the theoretical maximum amount of product (1.0 means a 100% yield; for example, 0.34 means a 34% yield).. This data is from Reaction yield outcomes from USPTO patents with 853,638 reactions. (1) The reactants are Br[C:2]1[S:3][CH:4]=[CH:5][N:6]=1.C(N(CC)CC)C.[CH:14]1([C:20]#[CH:21])[CH2:19][CH2:18][CH2:17][CH2:16][CH2:15]1.CCCCCC. The catalyst is COCCOC.[Cu]I.Cl[Pd](Cl)([P](C1C=CC=CC=1)(C1C=CC=CC=1)C1C=CC=CC=1)[P](C1C=CC=CC=1)(C1C=CC=CC=1)C1C=CC=CC=1.C(OCC)(=O)C. The yield is 0.440. The product is [CH:14]1([C:20]#[C:21][C:2]2[S:3][CH:4]=[CH:5][N:6]=2)[CH2:19][CH2:18][CH2:17][CH2:16][CH2:15]1. (2) The reactants are Cl[C:2]1[C:11]2[C:6](=[CH:7][C:8]([O:14][CH2:15][CH2:16][CH2:17][N:18]3[CH2:22][CH2:21][CH2:20][CH2:19]3)=[C:9]([O:12][CH3:13])[CH:10]=2)[N:5]=[N:4][CH:3]=1.[OH:23][C:24]1[CH:25]=[C:26]2[C:30](=[CH:31][CH:32]=1)[NH:29][CH:28]=[CH:27]2.C(=O)([O-])[O-].[K+].[K+]. The catalyst is CN(C=O)C. The product is [NH:29]1[C:30]2[C:26](=[CH:25][C:24]([O:23][C:2]3[C:11]4[C:6](=[CH:7][C:8]([O:14][CH2:15][CH2:16][CH2:17][N:18]5[CH2:22][CH2:21][CH2:20][CH2:19]5)=[C:9]([O:12][CH3:13])[CH:10]=4)[N:5]=[N:4][CH:3]=3)=[CH:32][CH:31]=2)[CH:27]=[CH:28]1. The yield is 0.150. (3) The reactants are [CH2:1]([N:5]([CH2:23][CH2:24][CH2:25][CH3:26])[C:6]1[CH:11]=[C:10]([O:12][CH3:13])[C:9]([CH:14]=[CH:15][C:16]2[S:17][CH:18]=[CH:19][CH:20]=2)=[C:8]([O:21][CH3:22])[CH:7]=1)[CH2:2][CH2:3][CH3:4].C([Li])CCC.CN(C)[CH:34]=[O:35].C(Cl)(Cl)Cl. The catalyst is O1CCCC1. The product is [CH2:23]([N:5]([CH2:1][CH2:2][CH2:3][CH3:4])[C:6]1[CH:7]=[C:8]([O:21][CH3:22])[C:9]([CH:14]=[CH:15][C:16]2[S:17][C:18]([CH:34]=[O:35])=[CH:19][CH:20]=2)=[C:10]([O:12][CH3:13])[CH:11]=1)[CH2:24][CH2:25][CH3:26]. The yield is 0.600.